From a dataset of Full USPTO retrosynthesis dataset with 1.9M reactions from patents (1976-2016). Predict the reactants needed to synthesize the given product. (1) Given the product [Cl:1][C:2]1[CH:28]=[N:27][C:5]2[N:6]=[C:7]([N:13]3[CH2:17][CH2:16][C@@H:15]([NH:18][CH3:19])[CH2:14]3)[C:8]3[N:9]([CH:10]=[N:11][N:12]=3)[C:4]=2[CH:3]=1, predict the reactants needed to synthesize it. The reactants are: [Cl:1][C:2]1[CH:28]=[N:27][C:5]2[N:6]=[C:7]([N:13]3[CH2:17][CH2:16][C@@H:15]([N:18](C)[C:19](=O)OC(C)(C)C)[CH2:14]3)[C:8]3[N:9]([CH:10]=[N:11][N:12]=3)[C:4]=2[CH:3]=1.C(O)(C(F)(F)F)=O. (2) Given the product [CH3:1][O:2][C:3]([C:5]1[C:13]2[C:8](=[CH:9][C:10]([C:23]3[CH:22]=[CH:21][C:20]([OH:33])=[CH:19][C:18]=3[CH3:17])=[CH:11][CH:12]=2)[N:7]([CH3:15])[C:6]=1[CH3:16])=[O:4], predict the reactants needed to synthesize it. The reactants are: [CH3:1][O:2][C:3]([C:5]1[C:13]2[C:8](=[CH:9][C:10](Cl)=[CH:11][CH:12]=2)[N:7]([CH3:15])[C:6]=1[CH3:16])=[O:4].[CH3:17][C:18]1[CH:19]=[C:20]([OH:33])[CH:21]=[CH:22][C:23]=1B1OC(C)(C)C(C)(C)O1.P([O-])([O-])([O-])=O.[K+].[K+].[K+]. (3) The reactants are: Cl[C:2]1[N:7]=[C:6]([NH:8][C@H:9]([C:11]2[CH:16]=[CH:15][C:14]([F:17])=[CH:13][CH:12]=2)[CH3:10])[N:5]=[C:4]([NH:18][C:19]2[CH:24]=[N:23][CH:22]=[CH:21][N:20]=2)[CH:3]=1.[CH3:25][S:26]([C:29]1[CH:34]=[CH:33][C:32](B(O)O)=[CH:31][CH:30]=1)(=[O:28])=[O:27].C(=O)([O-])[O-].[Na+].[Na+].O1CCOCC1. Given the product [F:17][C:14]1[CH:15]=[CH:16][C:11]([C@@H:9]([NH:8][C:6]2[N:5]=[C:4]([NH:18][C:19]3[CH:24]=[N:23][CH:22]=[CH:21][N:20]=3)[CH:3]=[C:2]([C:32]3[CH:33]=[CH:34][C:29]([S:26]([CH3:25])(=[O:28])=[O:27])=[CH:30][CH:31]=3)[N:7]=2)[CH3:10])=[CH:12][CH:13]=1, predict the reactants needed to synthesize it.